This data is from Full USPTO retrosynthesis dataset with 1.9M reactions from patents (1976-2016). The task is: Predict the reactants needed to synthesize the given product. (1) Given the product [CH3:1][O:2][C:3](=[O:22])[C@H:4]([NH:14][C:15]([O:17][C:18]([CH3:20])([CH3:19])[CH3:21])=[O:16])[CH2:5][C:6]1[CH:11]=[C:10]([F:12])[CH:9]=[CH:8][C:7]=1[F:13], predict the reactants needed to synthesize it. The reactants are: [CH3:1][O:2][C:3](=[O:22])[C:4]([NH:14][C:15]([O:17][C:18]([CH3:21])([CH3:20])[CH3:19])=[O:16])=[CH:5][C:6]1[CH:11]=[C:10]([F:12])[CH:9]=[CH:8][C:7]=1[F:13]. (2) Given the product [CH3:21][N:18]1[CH2:19][CH2:20][CH:15]([O:14][C:11]2[CH:10]=[CH:9][C:8]([C:28]3[CH:29]=[CH:30][C:25]([N+:22]([O-:24])=[O:23])=[CH:26][CH:27]=3)=[CH:13][N:12]=2)[CH2:16][CH2:17]1, predict the reactants needed to synthesize it. The reactants are: C(=O)([O-])[O-].[K+].[K+].Br[C:8]1[CH:9]=[CH:10][C:11]([O:14][CH:15]2[CH2:20][CH2:19][N:18]([CH3:21])[CH2:17][CH2:16]2)=[N:12][CH:13]=1.[N+:22]([C:25]1[CH:30]=[CH:29][C:28](B(O)O)=[CH:27][CH:26]=1)([O-:24])=[O:23]. (3) The reactants are: C(OC([NH:11][CH2:12][CH2:13][S:14][CH2:15][C@H:16]([C:25]([OH:27])=O)[NH:17]C(OC(C)(C)C)=O)=O)C1C=CC=CC=1.[CH3:28][S:29]([Cl:32])(=[O:31])=[O:30].[S:33]1[CH2:37][CH2:36][NH:35][CH2:34]1. Given the product [ClH:32].[NH2:17][C@@H:16]([C:25](=[O:27])[N:35]1[CH2:36][CH2:37][S:33][CH2:34]1)[CH2:15][S:14][CH2:13][CH2:12][NH:11][S:29]([CH3:28])(=[O:31])=[O:30], predict the reactants needed to synthesize it.